Binary Classification. Given a drug SMILES string, predict its activity (active/inactive) in a high-throughput screening assay against a specified biological target. From a dataset of KCNQ2 potassium channel screen with 302,405 compounds. (1) The compound is S(c1nc2n(c3c(c2nn1)cccc3)CC)CC(=O)Nc1c(n(n(c1=O)c1ccccc1)C)C. The result is 0 (inactive). (2) The drug is s1c2c(nc1NC(=O)CSCC(OCC(=O)c1ccccc1)=O)ccc(c2)C. The result is 0 (inactive). (3) The molecule is S1CC(/NN=C1Nc1ccccc1)=C1\N=C(C(=C1C)C(OCC)=O)C. The result is 0 (inactive). (4) The compound is Clc1c(c2noc(c2C(=O)NC(=S)NCc2cccnc2)C)c(F)ccc1. The result is 0 (inactive). (5) The compound is O(C(=O)c1n(nnc1C(OCC)=O)CC(=O)Nc1ccccc1)CC. The result is 0 (inactive). (6) The compound is Clc1ccc(C(=O)C\C(=N/Nc2c([N+]([O-])=O)cc([N+]([O-])=O)cc2)C(O)=O)cc1. The result is 1 (active).